Dataset: Forward reaction prediction with 1.9M reactions from USPTO patents (1976-2016). Task: Predict the product of the given reaction. (1) Given the reactants [NH2:1][CH:2]([CH2:6][CH3:7])[C:3]([OH:5])=[O:4].C(N(CC)CC)C.C[Si](Cl)(C)C.[C:20](Cl)(=[O:24])[CH2:21][CH2:22][CH3:23].[OH-].[Na+], predict the reaction product. The product is: [C:20]([NH:1][CH:2]([CH2:6][CH3:7])[C:3]([OH:5])=[O:4])(=[O:24])[CH2:21][CH2:22][CH3:23]. (2) Given the reactants [Cl:1][C:2]1[N:7]=[C:6]2[CH:8]=[CH:9][NH:10][C:5]2=[C:4]([CH3:11])[CH:3]=1.[H-].[Na+].I[CH2:15][CH2:16][CH3:17].O, predict the reaction product. The product is: [Cl:1][C:2]1[N:7]=[C:6]2[CH:8]=[CH:9][N:10]([CH2:15][CH2:16][CH3:17])[C:5]2=[C:4]([CH3:11])[CH:3]=1. (3) Given the reactants [NH2:1][C:2]1[CH:7]=[CH:6][CH:5]=[C:4]([NH2:8])[CH:3]=1.C(N(C(C)C)CC)(C)C.[C:18](O[C:18](=[O:23])[C:19]([CH3:22])([CH3:21])[CH3:20])(=[O:23])[C:19]([CH3:22])([CH3:21])[CH3:20], predict the reaction product. The product is: [NH2:1][C:2]1[CH:3]=[C:4]([NH:8][C:18](=[O:23])[C:19]([CH3:22])([CH3:21])[CH3:20])[CH:5]=[CH:6][CH:7]=1. (4) Given the reactants Cl.COCCCOC(C1C=CC=CC=1)C1CCCNC1.CSC(SC)=C[N+]([O-])=O.C(N(C(C)C)CC)(C)C.[CH3:39][O:40][CH2:41][CH2:42][CH2:43][O:44][CH:45]([C:59]1[CH:64]=[CH:63][CH:62]=[CH:61][CH:60]=1)[CH:46]1[CH2:51][CH2:50][CH2:49][N:48](/[C:52](/SC)=[CH:53]/[N+:54]([O-:56])=[O:55])[CH2:47]1.[NH2:65][C@@H:66]([CH2:76][CH:77]1[CH2:82][CH2:81][CH2:80][CH2:79][CH2:78]1)[CH2:67][NH:68][C:69](=[O:75])[O:70][C:71]([CH3:74])([CH3:73])[CH3:72], predict the reaction product. The product is: [CH3:39][O:40][CH2:41][CH2:42][CH2:43][O:44][CH:45]([C:59]1[CH:64]=[CH:63][CH:62]=[CH:61][CH:60]=1)[CH:46]1[CH2:51][CH2:50][CH2:49][N:48]([C:52]([NH:65][C@@H:66]([CH2:76][CH:77]2[CH2:78][CH2:79][CH2:80][CH2:81][CH2:82]2)[CH2:67][NH:68][C:69](=[O:75])[O:70][C:71]([CH3:74])([CH3:72])[CH3:73])=[CH:53][N+:54]([O-:56])=[O:55])[CH2:47]1. (5) The product is: [Br-:11].[CH2:1]([N+:3]([CH2:9][CH3:10])([CH2:7][CH3:8])[CH2:4][CH2:5][OH:6])[CH3:2]. Given the reactants [CH2:1]([N:3]([CH2:7][CH3:8])[CH2:4][CH2:5][OH:6])[CH3:2].[CH2:9]([Br:11])[CH3:10], predict the reaction product. (6) Given the reactants ClC1C=C(C(Cl)=O)C=C(Cl)C=1.[Cl:12][C:13]1[CH:14]=[C:15]([C:20]([N:22]=[C:23]=[S:24])=[O:21])[CH:16]=[C:17]([Cl:19])[CH:18]=1.[CH3:25][O:26][C:27]1[CH:28]=[C:29]2[C:34](=[CH:35][C:36]=1[O:37][CH3:38])[N:33]=[CH:32][CH:31]=[C:30]2[O:39][C:40]1[CH:46]=[CH:45][C:43]([NH2:44])=[CH:42][C:41]=1[F:47].C1(C)C=CC=CC=1, predict the reaction product. The product is: [Cl:12][C:13]1[CH:14]=[C:15]([C:20]([N:22]=[C:23]=[S:24])=[O:21])[CH:16]=[C:17]([Cl:19])[CH:18]=1.[Cl:12][C:13]1[CH:14]=[C:15]([CH:16]=[C:17]([Cl:19])[CH:18]=1)[C:20]([NH:22][C:23]([NH:44][C:43]1[CH:45]=[CH:46][C:40]([O:39][C:30]2[C:29]3[C:34](=[CH:35][C:36]([O:37][CH3:38])=[C:27]([O:26][CH3:25])[CH:28]=3)[N:33]=[CH:32][CH:31]=2)=[C:41]([F:47])[CH:42]=1)=[S:24])=[O:21]. (7) The product is: [F:1][C:2]1[CH:7]=[CH:6][C:5]([C:8]2[CH:13]=[CH:12][N:11]=[C:10]3[NH:14][C:15]([CH:17]4[CH2:18][CH2:19][N:20]([CH2:23][C:24]([NH2:26])=[O:25])[CH2:21][CH2:22]4)=[CH:16][C:9]=23)=[C:4]([O:27][CH3:28])[CH:3]=1. Given the reactants [F:1][C:2]1[CH:7]=[CH:6][C:5]([C:8]2[CH:13]=[CH:12][N:11]=[C:10]3[NH:14][C:15]([C:17]4[CH2:18][CH2:19][N:20]([CH2:23][C:24]([NH2:26])=[O:25])[CH2:21][CH:22]=4)=[CH:16][C:9]=23)=[C:4]([O:27][CH3:28])[CH:3]=1, predict the reaction product. (8) Given the reactants [I:1][C:2]1[C:3]([NH:11]C(=O)C)=[CH:4][C:5]2[O:9][CH2:8][O:7][C:6]=2[CH:10]=1.[OH-].[Na+], predict the reaction product. The product is: [I:1][C:2]1[C:3]([NH2:11])=[CH:4][C:5]2[O:9][CH2:8][O:7][C:6]=2[CH:10]=1. (9) Given the reactants [CH3:1][C:2]1[C:3]([Sn](CCCC)(CCCC)CCCC)=[N:4][CH:5]=[CH:6][CH:7]=1.[CH3:21][N:22]([C:32]1[CH:37]=[CH:36][C:35]([NH:38][C:39]([NH:41][C:42]2[CH:47]=[CH:46][CH:45]=[CH:44][CH:43]=2)=[O:40])=[CH:34][CH:33]=1)[S:23]([C:26]1[S:27][C:28](Br)=[CH:29][CH:30]=1)(=[O:25])=[O:24], predict the reaction product. The product is: [CH3:21][N:22]([C:32]1[CH:33]=[CH:34][C:35]([NH:38][C:39]([NH:41][C:42]2[CH:47]=[CH:46][CH:45]=[CH:44][CH:43]=2)=[O:40])=[CH:36][CH:37]=1)[S:23]([C:26]1[S:27][C:28]([C:3]2[C:2]([CH3:1])=[CH:7][CH:6]=[CH:5][N:4]=2)=[CH:29][CH:30]=1)(=[O:25])=[O:24].